Task: Predict the reactants needed to synthesize the given product.. Dataset: Full USPTO retrosynthesis dataset with 1.9M reactions from patents (1976-2016) (1) Given the product [CH3:29][N:30]1[C:5]([F:4])=[C:6]([C:16]([F:19])([F:18])[F:17])[C:7]([C:8]([F:14])([F:13])[C:9]([F:12])([F:11])[F:10])=[N:31]1, predict the reactants needed to synthesize it. The reactants are: C(Cl)Cl.[F:4][C:5](F)(F)[C:6]([C:16]([F:19])([F:18])[F:17])=[C:7](F)[C:8]([F:14])([F:13])[C:9]([F:12])([F:11])[F:10].CCN(CC)CC.[CH3:29][NH:30][NH2:31]. (2) Given the product [Br:1][C:2]1[CH:3]=[C:4]([CH:17]=[C:18]([Cl:20])[CH:19]=1)[O:5][C:6]1[C:7](=[O:21])[NH:8][CH:9]=[CH:10][C:11]=1[C:12]([F:15])([F:14])[F:13], predict the reactants needed to synthesize it. The reactants are: [Br:1][C:2]1[CH:3]=[C:4]([CH:17]=[C:18]([Cl:20])[CH:19]=1)[O:5][C:6]1[C:7](Cl)=[N:8][CH:9]=[CH:10][C:11]=1[C:12]([F:15])([F:14])[F:13].[OH-:21].[K+]. (3) Given the product [CH:61]1([CH2:63][NH:64][C:20]([C:19]2[CH:18]=[N:17][N:10]3[C@H:11]([C:13]([F:14])([F:15])[F:16])[CH2:12][C@H:7]([C:4]4[CH:3]=[CH:2][C:1]([CH3:23])=[CH:6][CH:5]=4)[NH:8][C:9]=23)=[O:21])[CH2:62][CH2:57][CH2:58][CH2:59][CH2:60]1, predict the reactants needed to synthesize it. The reactants are: [C:1]1([CH3:23])[CH:6]=[CH:5][C:4]([C@H:7]2[CH2:12][C@@H:11]([C:13]([F:16])([F:15])[F:14])[N:10]3[N:17]=[CH:18][C:19]([C:20](O)=[O:21])=[C:9]3[NH:8]2)=[CH:3][CH:2]=1.CN(C(ON1N=NC2C=CC=NC1=2)=[N+](C)C)C.F[P-](F)(F)(F)(F)F.C(N(CC)C(C)C)(C)C.[CH2:57]1[CH2:62][CH:61]([CH2:63][NH2:64])[CH2:60][CH2:59][CH2:58]1.